This data is from Forward reaction prediction with 1.9M reactions from USPTO patents (1976-2016). The task is: Predict the product of the given reaction. (1) Given the reactants [CH3:1][C:2]([CH3:4])=O.C(O[K])(C)(C)C.[N+:11]([C:14]1[CH:15]=[C:16]([CH:18]=[CH:19][CH:20]=1)[NH2:17])([O-:13])=[O:12], predict the reaction product. The product is: [CH3:1][C:2]1[NH:17][C:16]2[C:15]([CH:4]=1)=[C:14]([N+:11]([O-:13])=[O:12])[CH:20]=[CH:19][CH:18]=2. (2) Given the reactants [CH3:1][O:2][C:3]1[C:7]([N+:8]([O-])=O)=[CH:6][N:5]([CH:11]2[CH2:14][N:13]([C:15]([O:17][C:18]([CH3:21])([CH3:20])[CH3:19])=[O:16])[CH2:12]2)[N:4]=1, predict the reaction product. The product is: [NH2:8][C:7]1[C:3]([O:2][CH3:1])=[N:4][N:5]([CH:11]2[CH2:14][N:13]([C:15]([O:17][C:18]([CH3:19])([CH3:20])[CH3:21])=[O:16])[CH2:12]2)[CH:6]=1. (3) Given the reactants Cl[C:2]1[C:8]2[CH:9]=[CH:10][CH:11]=[CH:12][C:7]=2[S:6][C:5]2[CH:13]=[CH:14][CH:15]=[CH:16][C:4]=2[N:3]=1.[CH2:17]1[CH2:21]O[CH2:19][CH2:18]1.[Cl-].[Mg+2].[Cl-], predict the reaction product. The product is: [CH2:21]([C:2]1[C:8]2[CH:9]=[CH:10][CH:11]=[CH:12][C:7]=2[S:6][C:5]2[CH:13]=[CH:14][CH:15]=[CH:16][C:4]=2[N:3]=1)[CH2:17][CH2:18][CH3:19]. (4) Given the reactants [CH3:1][O:2][C:3](=[O:12])[CH2:4][C:5]1[C:6]([CH3:11])=[N:7][NH:8][C:9]=1[CH3:10].[F:13][C:14]1[CH:21]=[C:20]([N+:22]([O-:24])=[O:23])[CH:19]=[CH:18][C:15]=1[CH2:16]Br.C([O-])([O-])=O.[K+].[K+], predict the reaction product. The product is: [CH3:1][O:2][C:3](=[O:12])[CH2:4][C:5]1[C:9]([CH3:10])=[N:8][N:7]([CH2:16][C:15]2[CH:18]=[CH:19][C:20]([N+:22]([O-:24])=[O:23])=[CH:21][C:14]=2[F:13])[C:6]=1[CH3:11]. (5) Given the reactants [Br:1][C:2]1[CH:3]=[CH:4][C:5]([C:8]([OH:10])=O)=[N:6][CH:7]=1.Cl.Cl.[NH:13]1[CH2:18][CH2:17][CH:16]([C:19]2[NH:23][C:22]3[CH:24]=[CH:25][CH:26]=[CH:27][C:21]=3[N:20]=2)[CH2:15][CH2:14]1.Cl.C(N=C=N)C.C(N(CC)CC)C, predict the reaction product. The product is: [NH:20]1[C:21]2[CH:27]=[CH:26][CH:25]=[CH:24][C:22]=2[N:23]=[C:19]1[CH:16]1[CH2:17][CH2:18][N:13]([C:8]([C:5]2[CH:4]=[CH:3][C:2]([Br:1])=[CH:7][N:6]=2)=[O:10])[CH2:14][CH2:15]1. (6) Given the reactants C(OC([N:8]1[CH2:13][CH2:12][N:11]([C:14]2[N:19]=[C:18]([C:20]3[CH:25]=[CH:24][N:23]=[C:22]([NH:26][C:27]4[CH:32]=[CH:31][CH:30]=[C:29]([C:33](OC)=O)[C:28]=4[CH3:37])[CH:21]=3)[CH:17]=[CH:16][CH:15]=2)[CH2:10][CH2:9]1)=O)(C)(C)C.[OH-:38].[K+].O, predict the reaction product. The product is: [CH:18]([NH:19][C:33](=[O:38])[C:29]1[CH:30]=[CH:31][CH:32]=[C:27]([NH:26][C:22]2[CH:21]=[C:20]([C:18]3[CH:17]=[CH:16][CH:15]=[C:14]([N:11]4[CH2:10][CH2:9][NH:8][CH2:13][CH2:12]4)[N:19]=3)[CH:25]=[CH:24][N:23]=2)[C:28]=1[CH3:37])([CH3:20])[CH3:17]. (7) The product is: [F:1][C:2]1[CH:9]=[CH:8][C:5]([CH2:6][OH:7])=[C:4]([CH:10]=[CH2:11])[CH:3]=1. Given the reactants [F:1][C:2]1[CH:9]=[CH:8][C:5]([CH:6]=[O:7])=[C:4]([CH:10]=[CH2:11])[CH:3]=1.[BH4-].[Na+], predict the reaction product.